The task is: Regression. Given two drug SMILES strings and cell line genomic features, predict the synergy score measuring deviation from expected non-interaction effect.. This data is from NCI-60 drug combinations with 297,098 pairs across 59 cell lines. (1) Drug 1: CCCS(=O)(=O)NC1=C(C(=C(C=C1)F)C(=O)C2=CNC3=C2C=C(C=N3)C4=CC=C(C=C4)Cl)F. Drug 2: CC1CCCC2(C(O2)CC(NC(=O)CC(C(C(=O)C(C1O)C)(C)C)O)C(=CC3=CSC(=N3)C)C)C. Cell line: SF-295. Synergy scores: CSS=3.38, Synergy_ZIP=-0.800, Synergy_Bliss=-0.259, Synergy_Loewe=2.66, Synergy_HSA=0.409. (2) Drug 1: CC1OCC2C(O1)C(C(C(O2)OC3C4COC(=O)C4C(C5=CC6=C(C=C35)OCO6)C7=CC(=C(C(=C7)OC)O)OC)O)O. Drug 2: COC1=C2C(=CC3=C1OC=C3)C=CC(=O)O2. Cell line: SR. Synergy scores: CSS=52.6, Synergy_ZIP=-0.633, Synergy_Bliss=-1.87, Synergy_Loewe=-24.7, Synergy_HSA=-1.52.